This data is from Peptide-MHC class II binding affinity with 134,281 pairs from IEDB. The task is: Regression. Given a peptide amino acid sequence and an MHC pseudo amino acid sequence, predict their binding affinity value. This is MHC class II binding data. (1) The peptide sequence is PQPQLPYPQ. The MHC is HLA-DQA10301-DQB10302 with pseudo-sequence HLA-DQA10301-DQB10302. The binding affinity (normalized) is 0.141. (2) The peptide sequence is YEGLSYRSLQPEEFA. The MHC is HLA-DPA10201-DPB10101 with pseudo-sequence HLA-DPA10201-DPB10101. The binding affinity (normalized) is 0.303. (3) The peptide sequence is IVLNHMTGAQSGKGT. The MHC is DRB1_1302 with pseudo-sequence DRB1_1302. The binding affinity (normalized) is 0.504.